From a dataset of CYP3A4 inhibition data for predicting drug metabolism from PubChem BioAssay. Regression/Classification. Given a drug SMILES string, predict its absorption, distribution, metabolism, or excretion properties. Task type varies by dataset: regression for continuous measurements (e.g., permeability, clearance, half-life) or binary classification for categorical outcomes (e.g., BBB penetration, CYP inhibition). Dataset: cyp3a4_veith. (1) The compound is CS(=O)(=O)N1CCC2(CCN(c3ccccc3)CC2)CC1. The result is 0 (non-inhibitor). (2) The molecule is CCOP(=O)(CN(CC)CCNP(=O)(OCC)OCC)OCC. The result is 0 (non-inhibitor). (3) The result is 0 (non-inhibitor). The molecule is CNCCc1cnc[nH]1.